From a dataset of Forward reaction prediction with 1.9M reactions from USPTO patents (1976-2016). Predict the product of the given reaction. (1) Given the reactants [CH3:1][N:2]1[CH2:15][CH2:14][C:5]2[NH:6][C:7]3[CH:8]=[CH:9][C:10]([CH3:13])=[CH:11][C:12]=3[C:4]=2[CH2:3]1.Br[C:17]1[CH:26]=[CH:25][CH:24]=[C:23]2[C:18]=1[CH:19]=[CH:20][N:21]=[CH:22]2.[O-]P([O-])([O-])=O.[K+].[K+].[K+].N1CCC[C@H]1C(O)=O, predict the reaction product. The product is: [CH:22]1[C:23]2[C:18](=[C:17]([N:6]3[C:7]4[CH:8]=[CH:9][C:10]([CH3:13])=[CH:11][C:12]=4[C:4]4[CH2:3][N:2]([CH3:1])[CH2:15][CH2:14][C:5]3=4)[CH:26]=[CH:25][CH:24]=2)[CH:19]=[CH:20][N:21]=1. (2) Given the reactants [NH2:1][C@H:2]1[CH2:7][CH2:6][C@H:5]([NH2:8])[CH2:4][CH2:3]1.[Cl:9][C:10]1[NH:11][C:12]([NH2:19])=[C:13]2[C:17]([N:18]=1)=[N:16][CH:15]=[N:14]2, predict the reaction product. The product is: [ClH:9].[ClH:9].[NH2:1][C@H:2]1[CH2:7][CH2:6][C@H:5]([NH:8][C:10]2[NH:11][C:12]([NH2:19])=[C:13]3[C:17]([N:18]=2)=[N:16][CH:15]=[N:14]3)[CH2:4][CH2:3]1. (3) The product is: [C:22]([O:15][CH:11]([C:6]1[CH:7]=[CH:8][C:9]([O:10][C:29](=[O:31])[CH3:30])=[C:4]([O:3][CH2:1][CH3:2])[CH:5]=1)[C:12]([OH:14])=[O:13])(=[O:24])[CH3:23]. Given the reactants [CH2:1]([O:3][C:4]1[CH:5]=[C:6]([CH:11]([OH:15])[C:12]([OH:14])=[O:13])[CH:7]=[CH:8][C:9]=1[OH:10])[CH3:2].N1C=CC=CC=1.[C:22](OC(=O)C)(=[O:24])[CH3:23].[CH2:29]([O:31]CC)[CH3:30], predict the reaction product. (4) Given the reactants [NH2:1][C:2]1[O:3][CH2:4][C@@:5]2([N:22]=1)[C:18]1[CH:17]=[C:16]([OH:19])[CH:15]=[C:14]([F:20])[C:13]=1[O:12][C:11]1[C:6]2=[CH:7][C:8](Br)=[CH:9][CH:10]=1.[F:23][C:24]1[C:29](B(O)O)=[CH:28][CH:27]=[CH:26][N:25]=1.C(=O)([O-])[O-].[Na+].[Na+].CN(C=O)C, predict the reaction product. The product is: [NH2:1][C:2]1[O:3][CH2:4][C@@:5]2([N:22]=1)[C:18]1[CH:17]=[C:16]([OH:19])[CH:15]=[C:14]([F:20])[C:13]=1[O:12][C:11]1[C:6]2=[CH:7][C:8]([C:29]2[C:24]([F:23])=[N:25][CH:26]=[CH:27][CH:28]=2)=[CH:9][CH:10]=1. (5) Given the reactants [F:1][C:2]1[CH:7]=[C:6]([N+:8]([O-:10])=[O:9])[CH:5]=[CH:4][C:3]=1[CH2:11][C:12]([O:14][CH3:15])=[O:13].[CH:16]([S:18]([NH2:21])(=[O:20])=[O:19])=[CH2:17].[C:22](=[O:25])([O-])[O-].[K+].[K+].[CH2:28]1[O:45][CH2:44][CH2:43]O[CH2:43][CH2:44][O:45][CH2:28][CH2:28][O:45][CH2:44][CH2:43]O[CH2:43][CH2:44][O:45][CH2:28]1.[C:46]1([CH3:52])[CH:51]=[CH:50][CH:49]=[CH:48][CH:47]=1, predict the reaction product. The product is: [CH3:28][O:45][C:44]1[CH:43]=[CH:4][C:3]([CH2:11][N:21]([CH2:52][C:46]2[CH:51]=[CH:50][C:49]([O:25][CH3:22])=[CH:48][CH:47]=2)[S:18]([CH2:16][CH2:17][CH:11]([C:3]2[CH:4]=[CH:5][C:6]([N+:8]([O-:10])=[O:9])=[CH:7][C:2]=2[F:1])[C:12]([O:14][CH3:15])=[O:13])(=[O:20])=[O:19])=[CH:2][CH:7]=1. (6) Given the reactants [C:1]1([C:7](=[N:17][OH:18])[CH2:8][C:9]2[CH:14]=[CH:13][C:12]([S:15][CH3:16])=[CH:11][CH:10]=2)[CH:6]=[CH:5][CH:4]=[CH:3][CH:2]=1.C([Li])CCC.[C:24](=O)=[O:25], predict the reaction product. The product is: [OH:25][C:24]1[O:18][N:17]=[C:7]([C:1]2[CH:6]=[CH:5][CH:4]=[CH:3][CH:2]=2)[C:8]=1[C:9]1[CH:14]=[CH:13][C:12]([S:15][CH3:16])=[CH:11][CH:10]=1. (7) The product is: [C:2]([OH:14])(=[O:13])[CH2:3][C:4]([CH2:9][C:10]([OH:12])=[O:11])([C:6]([OH:8])=[O:7])[OH:5].[Cl:15][C:16]1[CH:21]=[C:20]([Cl:22])[C:19]([F:23])=[CH:18][C:17]=1[C:24]1[O:25][C:26]2[C:31]([C:32](=[O:34])[CH:33]=1)=[C:30]([OH:35])[CH:29]=[C:28]([OH:36])[C:27]=2[C@@H:37]1[CH2:41][CH2:40][N:39]([CH3:42])[C@H:38]1[CH2:43][OH:44]. Given the reactants O.[C:2]([OH:14])(=[O:13])[CH2:3][C:4]([CH2:9][C:10]([OH:12])=[O:11])([C:6]([OH:8])=[O:7])[OH:5].[Cl:15][C:16]1[CH:21]=[C:20]([Cl:22])[C:19]([F:23])=[CH:18][C:17]=1[C:24]1[O:25][C:26]2[C:31]([C:32](=[O:34])[CH:33]=1)=[C:30]([OH:35])[CH:29]=[C:28]([OH:36])[C:27]=2[C@@H:37]1[CH2:41][CH2:40][N:39]([CH3:42])[C@H:38]1[CH2:43][OH:44], predict the reaction product. (8) The product is: [C:22]([CH2:24][C:25]1[CH:30]=[CH:29][C:28]([C:2]2[CH:3]=[C:4]3[C:8](=[C:9]([C:11]([NH2:13])=[O:12])[CH:10]=2)[NH:7][CH:6]=[C:5]3[CH:14]2[CH2:19][CH2:18][S:17](=[O:21])(=[O:20])[CH2:16][CH2:15]2)=[CH:27][CH:26]=1)#[N:23]. Given the reactants Br[C:2]1[CH:3]=[C:4]2[C:8](=[C:9]([C:11]([NH2:13])=[O:12])[CH:10]=1)[NH:7][CH:6]=[C:5]2[CH:14]1[CH2:19][CH2:18][S:17](=[O:21])(=[O:20])[CH2:16][CH2:15]1.[C:22]([CH2:24][C:25]1[CH:30]=[CH:29][C:28](B(O)O)=[CH:27][CH:26]=1)#[N:23].C([O-])([O-])=O.[K+].[K+].CCOC(C)=O, predict the reaction product. (9) The product is: [CH3:32][C:30]1[N:31]=[C:27]([C:2]#[C:1][C:3]2[CH:4]=[N:5][N:6]3[C:11]([C:12]([F:14])([F:13])[F:15])=[CH:10][C:9]([C:16]4[CH:21]=[CH:20][C:19]([C:22]([F:25])([F:24])[F:23])=[CH:18][CH:17]=4)=[N:8][C:7]=23)[S:28][C:29]=1[S:33]([NH2:36])(=[O:35])=[O:34]. Given the reactants [C:1]([C:3]1[CH:4]=[N:5][N:6]2[C:11]([C:12]([F:15])([F:14])[F:13])=[CH:10][C:9]([C:16]3[CH:21]=[CH:20][C:19]([C:22]([F:25])([F:24])[F:23])=[CH:18][CH:17]=3)=[N:8][C:7]=12)#[CH:2].Cl[C:27]1[S:28][C:29]([S:33]([NH2:36])(=[O:35])=[O:34])=[C:30]([CH3:32])[N:31]=1, predict the reaction product. (10) Given the reactants [C:1]([Mg]Br)#[CH:2].[C:5]([O:9][C:10](=[O:23])[NH:11][C:12]([C:16]1[CH:21]=[CH:20][CH:19]=[C:18]([Br:22])[CH:17]=1)([CH3:15])[CH:13]=[O:14])([CH3:8])([CH3:7])[CH3:6], predict the reaction product. The product is: [C:5]([O:9][C:10](=[O:23])[NH:11][C:12]([C:16]1[CH:21]=[CH:20][CH:19]=[C:18]([Br:22])[CH:17]=1)([CH3:15])[CH:13]([OH:14])[C:1]#[CH:2])([CH3:6])([CH3:7])[CH3:8].